This data is from Forward reaction prediction with 1.9M reactions from USPTO patents (1976-2016). The task is: Predict the product of the given reaction. Given the reactants [Cl:1][C:2]1[CH:7]=[CH:6][C:5]([Cl:8])=[CH:4][C:3]=1[C:9]1[N:10]=[C:11]2[CH:16]=[CH:15][CH:14]=[N:13][N:12]2[C:17]=1[C:18]([O:20]CC)=[O:19].[Li+].[OH-], predict the reaction product. The product is: [Cl:1][C:2]1[CH:7]=[CH:6][C:5]([Cl:8])=[CH:4][C:3]=1[C:9]1[N:10]=[C:11]2[CH:16]=[CH:15][CH:14]=[N:13][N:12]2[C:17]=1[C:18]([OH:20])=[O:19].